From a dataset of Forward reaction prediction with 1.9M reactions from USPTO patents (1976-2016). Predict the product of the given reaction. Given the reactants [NH2:1][C:2]1[C:10]([Cl:11])=[CH:9][CH:8]=[CH:7][C:3]=1[C:4]([OH:6])=O.O=S(Cl)Cl.[Cl:16][C:17]1[CH:23]=[CH:22][CH:21]=[CH:20][C:18]=1[NH2:19].C(Cl)(Cl)Cl, predict the reaction product. The product is: [NH2:1][C:2]1[C:10]([Cl:11])=[CH:9][CH:8]=[CH:7][C:3]=1[C:4]([NH:19][C:18]1[CH:20]=[CH:21][CH:22]=[CH:23][C:17]=1[Cl:16])=[O:6].